Dataset: Full USPTO retrosynthesis dataset with 1.9M reactions from patents (1976-2016). Task: Predict the reactants needed to synthesize the given product. (1) Given the product [CH3:18][C:19]1[O:17][N:16]=[C:2]([C@H:3]([NH:5][C:6](=[O:15])[O:7][CH2:8][C:9]2[CH:14]=[CH:13][CH:12]=[CH:11][CH:10]=2)[CH3:4])[N:1]=1, predict the reactants needed to synthesize it. The reactants are: [NH2:1]/[C:2](=[N:16]\[OH:17])/[C@H:3]([NH:5][C:6](=[O:15])[O:7][CH2:8][C:9]1[CH:14]=[CH:13][CH:12]=[CH:11][CH:10]=1)[CH3:4].[C:18](N1C=CN=C1)(=O)[CH3:19]. (2) Given the product [F:74][C:73]([F:76])([F:75])[C:71]([OH:77])=[O:72].[F:1][C:2]1[CH:23]=[CH:22][CH:21]=[C:20]([F:24])[C:3]=1[CH2:4][O:5][C:6]1[C:7]2[N:8]([C:13]([C:17]([NH:54][CH2:55][C:56]3([NH:62][C:63](=[O:69])[O:64][C:65]([CH3:67])([CH3:66])[CH3:68])[CH2:61][CH2:60][CH2:59][CH2:58][CH2:57]3)=[O:18])=[C:14]([CH3:16])[N:15]=2)[CH:9]=[C:10]([CH3:12])[CH:11]=1, predict the reactants needed to synthesize it. The reactants are: [F:1][C:2]1[CH:23]=[CH:22][CH:21]=[C:20]([F:24])[C:3]=1[CH2:4][O:5][C:6]1[C:7]2[N:8]([C:13]([C:17](O)=[O:18])=[C:14]([CH3:16])[N:15]=2)[CH:9]=[C:10]([CH3:12])[CH:11]=1.F[B-](F)(F)F.N1(O[C+](N(C)C)N(C)C)C2C=CC=CC=2N=N1.CN1CCOCC1.[NH2:54][CH2:55][C:56]1([NH:62][C:63](=[O:69])[O:64][C:65]([CH3:68])([CH3:67])[CH3:66])[CH2:61][CH2:60][CH2:59][CH2:58][CH2:57]1.O.[C:71]([OH:77])([C:73]([F:76])([F:75])[F:74])=[O:72].